This data is from Full USPTO retrosynthesis dataset with 1.9M reactions from patents (1976-2016). The task is: Predict the reactants needed to synthesize the given product. (1) Given the product [CH2:18]([C:15]1[CH:16]=[CH:17][C:12]([CH2:11][C:4]2[C:3]([OH:2])=[CH:8][CH:7]=[CH:6][C:5]=2[OH:9])=[CH:13][CH:14]=1)[CH3:19], predict the reactants needed to synthesize it. The reactants are: C[O:2][C:3]1[CH:8]=[CH:7][CH:6]=[C:5]([O:9]C)[C:4]=1[CH2:11][C:12]1[CH:17]=[CH:16][C:15]([CH2:18][CH3:19])=[CH:14][CH:13]=1.Cl.N1C=CC=CC=1. (2) Given the product [NH2:7][CH2:8][CH2:9][CH2:10][N:11]([CH2:16][C:17]1[CH:18]=[C:19]([C:23]2[CH:28]=[CH:27][N:26]=[C:25]([NH:31][CH2:32][CH2:33][C:34]3[CH:35]=[CH:36][C:37]([S:40]([NH2:43])(=[O:41])=[O:42])=[CH:38][CH:39]=3)[N:24]=2)[CH:20]=[CH:21][CH:22]=1)[S:12]([CH3:15])(=[O:13])=[O:14], predict the reactants needed to synthesize it. The reactants are: C(OC(=O)[NH:7][CH2:8][CH2:9][CH2:10][N:11]([CH2:16][C:17]1[CH:22]=[CH:21][CH:20]=[C:19]([C:23]2[CH:28]=[CH:27][N:26]=[C:25](Cl)[N:24]=2)[CH:18]=1)[S:12]([CH3:15])(=[O:14])=[O:13])(C)(C)C.[NH2:31][CH2:32][CH2:33][C:34]1[CH:39]=[CH:38][C:37]([S:40]([NH2:43])(=[O:42])=[O:41])=[CH:36][CH:35]=1. (3) Given the product [C:26]([C:28]1[CH:29]=[C:30]([O:34][C:35]2[CH:40]=[C:39]([CH3:41])[N:38]=[C:37]([C:42]([NH:1][C:2]3[CH:7]=[CH:6][C:5]([F:8])=[CH:4][N:3]=3)=[O:43])[CH:36]=2)[CH:31]=[N:32][CH:33]=1)#[N:27], predict the reactants needed to synthesize it. The reactants are: [NH2:1][C:2]1[CH:7]=[CH:6][C:5]([F:8])=[CH:4][N:3]=1.C[Si]([N-][Si](C)(C)C)(C)C.[K+].C1(C)C=CC=CC=1.[C:26]([C:28]1[CH:29]=[C:30]([O:34][C:35]2[CH:40]=[C:39]([CH3:41])[N:38]=[C:37]([C:42](OC)=[O:43])[CH:36]=2)[CH:31]=[N:32][CH:33]=1)#[N:27].Cl. (4) Given the product [C:17]([O:21][C:22]([N:24]1[CH2:29][CH2:28][C:27]([CH2:16][C:14]([O:13][CH2:12][CH3:11])=[O:15])([OH:30])[CH2:26][CH2:25]1)=[O:23])([CH3:20])([CH3:18])[CH3:19], predict the reactants needed to synthesize it. The reactants are: C[Si](C)(C)[N-][Si](C)(C)C.[Li+].[CH3:11][CH2:12][O:13][C:14]([CH3:16])=[O:15].[C:17]([O:21][C:22]([N:24]1[CH2:29][CH2:28][C:27](=[O:30])[CH2:26][CH2:25]1)=[O:23])([CH3:20])([CH3:19])[CH3:18].O.